From a dataset of Catalyst prediction with 721,799 reactions and 888 catalyst types from USPTO. Predict which catalyst facilitates the given reaction. (1) Reactant: [C:1]([NH:11][CH2:12][C:13]([OH:15])=O)([O:3][CH2:4][C:5]1[CH:10]=[CH:9][CH:8]=[CH:7][CH:6]=1)=[O:2].CN1CCOCC1.ClC(OCC)=O.[NH2:29][NH2:30].C([O-])(O)=O.[Na+]. Product: [NH:29]([C:13](=[O:15])[CH2:12][NH:11][C:1](=[O:2])[O:3][CH2:4][C:5]1[CH:10]=[CH:9][CH:8]=[CH:7][CH:6]=1)[NH2:30]. The catalyst class is: 1. (2) Reactant: [NH2:1][C:2]1[CH:3]=[C:4]2[C:8](=[CH:9][CH:10]=1)[NH:7][CH:6]=[C:5]2[CH2:11][CH2:12][N:13]1[C:21](=[O:22])[C:20]2[C:15](=[CH:16][CH:17]=[CH:18][CH:19]=2)[C:14]1=[O:23].[C:24](Cl)(=[O:31])[C:25]1[CH:30]=[CH:29][CH:28]=[CH:27][CH:26]=1. Product: [C:24]([NH:1][C:2]1[CH:3]=[C:4]2[C:8](=[CH:9][CH:10]=1)[NH:7][CH:6]=[C:5]2[CH2:11][CH2:12][N:13]1[C:14](=[O:23])[C:15]2[C:20](=[CH:19][CH:18]=[CH:17][CH:16]=2)[C:21]1=[O:22])(=[O:31])[C:25]1[CH:30]=[CH:29][CH:28]=[CH:27][CH:26]=1. The catalyst class is: 119. (3) Reactant: [N+:1]([C:4]1[CH:13]=[C:12]2[C:7]([C:8]([O:21][CH2:22][CH2:23][CH2:24][N:25]3[CH2:30][CH2:29][CH2:28][CH2:27][CH2:26]3)=[C:9]([C:15]3[CH:20]=[CH:19][CH:18]=[CH:17][CH:16]=3)[NH:10][C:11]2=[O:14])=[CH:6][CH:5]=1)([O-])=O.C1CCCCC=1. Product: [NH2:1][C:4]1[CH:13]=[C:12]2[C:7]([C:8]([O:21][CH2:22][CH2:23][CH2:24][N:25]3[CH2:26][CH2:27][CH2:28][CH2:29][CH2:30]3)=[C:9]([C:15]3[CH:16]=[CH:17][CH:18]=[CH:19][CH:20]=3)[NH:10][C:11]2=[O:14])=[CH:6][CH:5]=1. The catalyst class is: 505.